From a dataset of Forward reaction prediction with 1.9M reactions from USPTO patents (1976-2016). Predict the product of the given reaction. (1) Given the reactants Br[CH:2]([CH3:4])[CH3:3].[Br:5][C:6]1[CH:11]=[CH:10][C:9]([OH:12])=[C:8]([O:13][CH3:14])[CH:7]=1.C([O-])([O-])=O.[K+].[K+].CS(C)=O, predict the reaction product. The product is: [Br:5][C:6]1[CH:11]=[CH:10][C:9]([O:12][CH:2]([CH3:4])[CH3:3])=[C:8]([O:13][CH3:14])[CH:7]=1. (2) Given the reactants [CH:1]1[C:10]2[C:11]3[CH2:17][CH2:16][CH2:15][CH2:14][CH2:13][C:12]=3[N:8]3[C:9]=2[C:4]([CH2:5][CH2:6][CH2:7]3)=[CH:3][C:2]=1[NH2:18].[CH:19]1([C:25](Cl)=[O:26])[CH2:24][CH2:23][CH2:22][CH2:21][CH2:20]1, predict the reaction product. The product is: [CH:1]1[C:10]2[C:11]3[CH2:17][CH2:16][CH2:15][CH2:14][CH2:13][C:12]=3[N:8]3[C:9]=2[C:4]([CH2:5][CH2:6][CH2:7]3)=[CH:3][C:2]=1[NH:18][C:25]([CH:19]1[CH2:24][CH2:23][CH2:22][CH2:21][CH2:20]1)=[O:26]. (3) Given the reactants [Br:1][C:2]1[C:10]2[O:9][C:8]([NH:11][CH:12]3[CH2:17][CH2:16][NH:15][CH2:14][CH2:13]3)=[N:7][C:6]=2[CH:5]=[CH:4][CH:3]=1.[CH2:18]([O:20][C:21]1[CH:22]=[C:23]([CH:26]=[C:27]([O:30][CH2:31][CH3:32])[C:28]=1[F:29])[CH:24]=O)[CH3:19].C([BH3-])#N.[Na+].C(N(C(C)C)C(C)C)C, predict the reaction product. The product is: [Br:1][C:2]1[C:10]2[O:9][C:8]([NH:11][CH:12]3[CH2:17][CH2:16][N:15]([CH2:24][C:23]4[CH:26]=[C:27]([O:30][CH2:31][CH3:32])[C:28]([F:29])=[C:21]([O:20][CH2:18][CH3:19])[CH:22]=4)[CH2:14][CH2:13]3)=[N:7][C:6]=2[CH:5]=[CH:4][CH:3]=1. (4) Given the reactants [OH:1][C:2]1([C:9]2[S:10][CH:11]=[CH:12][N:13]=2)[CH2:7][CH2:6][C:5](=O)[CH2:4][CH2:3]1.[O:14]=[C:15]([NH:30][CH2:31][C:32](=O)[NH:33][C@@H:34]1[CH2:38]CNC1)[CH2:16][NH:17][C:18](=[O:29])[C:19]1[CH:24]=[CH:23][CH:22]=[C:21]([C:25]([F:28])([F:27])[F:26])[CH:20]=1.C(Cl)Cl.[BH-](OC(C)=O)(OC(C)=O)OC(C)=O.[Na+], predict the reaction product. The product is: [OH:1][C:2]1([C:9]2[S:10][CH:11]=[CH:12][N:13]=2)[CH2:7][CH2:6][CH:5]([N:33]2[CH2:34][CH2:38][C@@H:31]([NH:30][C:15](=[O:14])[CH2:16][NH:17][C:18](=[O:29])[C:19]3[CH:24]=[CH:23][CH:22]=[C:21]([C:25]([F:28])([F:27])[F:26])[CH:20]=3)[CH2:32]2)[CH2:4][CH2:3]1. (5) Given the reactants [CH3:1][C:2]1[C:3](=[O:9])[NH:4][CH:5]=[C:6]([CH3:8])[CH:7]=1.[F:10][C:11]1[CH:23]=[C:22](I)[CH:21]=[CH:20][C:12]=1[CH2:13][N:14]1[CH2:19][CH2:18][O:17][CH2:16][CH2:15]1.C([O-])([O-])=O.[K+].[K+], predict the reaction product. The product is: [F:10][C:11]1[CH:23]=[C:22]([N:4]2[CH:5]=[C:6]([CH3:8])[CH:7]=[C:2]([CH3:1])[C:3]2=[O:9])[CH:21]=[CH:20][C:12]=1[CH2:13][N:14]1[CH2:15][CH2:16][O:17][CH2:18][CH2:19]1. (6) Given the reactants [CH2:1]([O:3][C:4](=[O:29])[CH2:5][C:6]1[CH:11]=[CH:10][C:9]([O:12][CH2:13][C:14]2[CH:19]=[CH:18][CH:17]=[CH:16][CH:15]=2)=[C:8](B2OC(C)(C)C(C)(C)O2)[CH:7]=1)[CH3:2].Br[C:31]1[CH:38]=[CH:37][C:36]([C:39]([F:42])([F:41])[F:40])=[CH:35][C:32]=1[CH:33]=[O:34], predict the reaction product. The product is: [CH2:1]([O:3][C:4](=[O:29])[CH2:5][C:6]1[CH:7]=[C:8]([C:31]2[CH:38]=[CH:37][C:36]([C:39]([F:42])([F:41])[F:40])=[CH:35][C:32]=2[CH:33]=[O:34])[C:9]([O:12][CH2:13][C:14]2[CH:15]=[CH:16][CH:17]=[CH:18][CH:19]=2)=[CH:10][CH:11]=1)[CH3:2].